Predict the reaction yield, written as a fraction of the theoretical maximum amount of product (1.0 means a 100% yield; for example, 0.34 means a 34% yield). From a dataset of Reaction yield outcomes from USPTO patents with 853,638 reactions. (1) The reactants are [Cl:1][C:2]1[CH:7]=[CH:6][CH:5]=[CH:4][C:3]=1[C:8]1[CH:17]=[C:16]2[C:11]([CH:12]=[C:13]([NH:18][C:19]([CH:21]3[CH2:23][CH2:22]3)=[O:20])[N:14]=[CH:15]2)=[C:10]([C:24]#[CH:25])[N:9]=1. The catalyst is C(O)C.[Pt](=O)=O. The product is [Cl:1][C:2]1[CH:7]=[CH:6][CH:5]=[CH:4][C:3]=1[C:8]1[CH:17]=[C:16]2[C:11]([CH:12]=[C:13]([NH:18][C:19]([CH:21]3[CH2:22][CH2:23]3)=[O:20])[N:14]=[CH:15]2)=[C:10]([CH2:24][CH3:25])[N:9]=1. The yield is 0.500. (2) The reactants are [OH-].[Na+].[Br:3][C:4]1[CH:5]=[C:6]([C:18]([O:20]C)=O)[C:7]2[CH:8]=[N:9][N:10]([CH:13]3[CH2:17][CH2:16][CH2:15][CH2:14]3)[C:11]=2[CH:12]=1.[NH2:22][CH2:23][C:24]1[C:25](=[O:32])[NH:26][C:27]([CH3:31])=[CH:28][C:29]=1[CH3:30].C1CN([P+](ON2N=NC3C=CC=CC2=3)(N2CCCC2)N2CCCC2)CC1.F[P-](F)(F)(F)(F)F. The catalyst is CCO.CS(C)=O. The product is [Br:3][C:4]1[CH:5]=[C:6]([C:18]([NH:22][CH2:23][C:24]2[C:25](=[O:32])[NH:26][C:27]([CH3:31])=[CH:28][C:29]=2[CH3:30])=[O:20])[C:7]2[CH:8]=[N:9][N:10]([CH:13]3[CH2:14][CH2:15][CH2:16][CH2:17]3)[C:11]=2[CH:12]=1. The yield is 0.565. (3) The reactants are [CH2:1]([O:8][C@H:9]([C@H:14]([O:36][CH2:37][C:38]1[CH:43]=[CH:42][CH:41]=[CH:40][CH:39]=1)[C@H:15]([O:28][CH2:29][C:30]1[CH:35]=[CH:34][CH:33]=[CH:32][CH:31]=1)[CH2:16][O:17][Si:18]([CH:25]([CH3:27])[CH3:26])([CH:22]([CH3:24])[CH3:23])[CH:19]([CH3:21])[CH3:20])[CH:10]([OH:13])[CH2:11][OH:12])[C:2]1[CH:7]=[CH:6][CH:5]=[CH:4][CH:3]=1.[Cl-].C(N([CH2:50][CH3:51])CC)C.[CH2:52]1[CH2:56]O[CH2:54][CH2:53]1. The catalyst is CN(C1C=CN=CC=1)C.[Cl-].[Na+].O. The product is [CH2:1]([O:8][C@H:9]([C@H:14]([O:36][CH2:37][C:38]1[CH:39]=[CH:40][CH:41]=[CH:42][CH:43]=1)[C@H:15]([O:28][CH2:29][C:30]1[CH:35]=[CH:34][CH:33]=[CH:32][CH:31]=1)[CH2:16][O:17][Si:18]([CH:19]([CH3:21])[CH3:20])([CH:25]([CH3:26])[CH3:27])[CH:22]([CH3:24])[CH3:23])[CH:10]([OH:13])[CH2:11][O:12][C:52]([C:51]1[CH:50]=[CH:32][CH:31]=[CH:30][CH:29]=1)([C:56]1[CH:4]=[CH:3][CH:2]=[CH:7][CH:6]=1)[C:53]1[CH:11]=[CH:10][CH:9]=[CH:14][CH:54]=1)[C:2]1[CH:7]=[CH:6][CH:5]=[CH:4][CH:3]=1. The yield is 0.750. (4) The reactants are [NH:1]1[C:5]2[CH:6]=[CH:7][C:8]([C:10]([OH:12])=[O:11])=[CH:9][C:4]=2[N:3]=[CH:2]1.[C:13](O)(=O)C.Cl.S(Cl)([Cl:20])=O. The catalyst is [Rh].CO. The product is [ClH:20].[CH3:13][O:11][C:10]([CH:8]1[CH2:7][CH2:6][C:5]2[NH:1][CH:2]=[N:3][C:4]=2[CH2:9]1)=[O:12]. The yield is 0.920. (5) The reactants are [ClH:1].[CH3:2][O:3][C:4]1[CH:5]=[C:6]2[C:10](=[CH:11][CH:12]=1)[NH:9][N:8]=[C:7]2[C:13]([NH:15][CH2:16][CH:17]1[CH2:22][CH2:21][N:20](C(OC(C)(C)C)=O)[CH2:19][CH2:18]1)=[O:14]. The catalyst is CCOCC.CO. The product is [ClH:1].[CH3:2][O:3][C:4]1[CH:5]=[C:6]2[C:10](=[CH:11][CH:12]=1)[NH:9][N:8]=[C:7]2[C:13]([NH:15][CH2:16][CH:17]1[CH2:22][CH2:21][NH:20][CH2:19][CH2:18]1)=[O:14]. The yield is 0.890.